Dataset: Forward reaction prediction with 1.9M reactions from USPTO patents (1976-2016). Task: Predict the product of the given reaction. The product is: [ClH:25].[ClH:70].[NH2:55][C@H:52]1[CH2:53][CH2:54][N:50]([CH:31]2[CH2:30][CH2:29][CH2:28][CH2:27][C:26]2([CH:10]([C:11]2[CH:16]=[CH:15][C:14]([O:17][CH2:18][C:19]3[CH:24]=[CH:23][CH:22]=[CH:21][CH:20]=3)=[C:13]([Cl:25])[CH:12]=2)[CH3:9])[OH:32])[CH2:51]1. Given the reactants Cl.Cl.N[C@H]1CCN([CH2:9][CH:10]([C:26]2([OH:32])[CH2:31][CH2:30][CH2:29][CH2:28][CH2:27]2)[C:11]2[CH:16]=[CH:15][C:14]([O:17][CH2:18][C:19]3[CH:24]=[CH:23][CH:22]=[CH:21][CH:20]=3)=[C:13]([Cl:25])[CH:12]=2)C1.C(OC1C=CC(C(C2(O)CCCCC2)C([N:50]2[CH2:54][CH2:53][C@H:52]([NH:55]C(=O)OC(C)(C)C)[CH2:51]2)=O)=CC=1[Cl:70])C1C=CC=CC=1, predict the reaction product.